Dataset: Full USPTO retrosynthesis dataset with 1.9M reactions from patents (1976-2016). Task: Predict the reactants needed to synthesize the given product. (1) Given the product [CH2:1]([N:8]1[CH2:13][CH2:12][NH:11][C:10]2[N:14]=[CH:15][C:16]([C:21]3[CH:20]=[N:19][CH:24]=[CH:23][CH:22]=3)=[CH:17][C:9]1=2)[C:2]1[CH:7]=[CH:6][CH:5]=[CH:4][CH:3]=1, predict the reactants needed to synthesize it. The reactants are: [CH2:1]([N:8]1[CH2:13][CH2:12][NH:11][C:10]2[N:14]=[CH:15][C:16](I)=[CH:17][C:9]1=2)[C:2]1[CH:7]=[CH:6][CH:5]=[CH:4][CH:3]=1.[N:19]1[CH:24]=[CH:23][CH:22]=[C:21](B(O)O)[CH:20]=1. (2) Given the product [CH2:11]([O:10][C:9]([N:8]([CH3:19])[C:3]1[CH:4]=[CH:5][CH:6]=[CH:7][C:2]=1[C:21]([F:28])([F:27])[C:22]([O:24][CH2:25][CH3:26])=[O:23])=[O:18])[C:12]1[CH:17]=[CH:16][CH:15]=[CH:14][CH:13]=1, predict the reactants needed to synthesize it. The reactants are: I[C:2]1[CH:7]=[CH:6][CH:5]=[CH:4][C:3]=1[N:8]([CH3:19])[C:9](=[O:18])[O:10][CH2:11][C:12]1[CH:17]=[CH:16][CH:15]=[CH:14][CH:13]=1.Br[C:21]([F:28])([F:27])[C:22]([O:24][CH2:25][CH3:26])=[O:23]. (3) Given the product [N:41]1([C:2]2[C:11]([CH2:12][C:13]3[CH:18]=[CH:17][C:16]([N:19]4[CH:23]=[CH:22][CH:21]=[N:20]4)=[CH:15][CH:14]=3)=[C:10]([Cl:24])[C:9]3[C:4](=[CH:5][CH:6]=[C:7]([C:25]([C:33]4[C:34]([CH3:40])=[N:35][C:36]([CH3:39])=[CH:37][CH:38]=4)([C:27]4[N:31]([CH3:32])[N:30]=[N:29][CH:28]=4)[OH:26])[CH:8]=3)[N:3]=2)[CH2:44][CH2:43][CH2:42]1, predict the reactants needed to synthesize it. The reactants are: Cl[C:2]1[C:11]([CH2:12][C:13]2[CH:18]=[CH:17][C:16]([N:19]3[CH:23]=[CH:22][CH:21]=[N:20]3)=[CH:15][CH:14]=2)=[C:10]([Cl:24])[C:9]2[C:4](=[CH:5][CH:6]=[C:7]([C:25]([C:33]3[C:34]([CH3:40])=[N:35][C:36]([CH3:39])=[CH:37][CH:38]=3)([C:27]3[N:31]([CH3:32])[N:30]=[N:29][CH:28]=3)[OH:26])[CH:8]=2)[N:3]=1.[NH:41]1[CH2:44][CH2:43][CH2:42]1.CN(C=O)C.